Task: Predict the reactants needed to synthesize the given product.. Dataset: Full USPTO retrosynthesis dataset with 1.9M reactions from patents (1976-2016) (1) Given the product [CH:1]([O:4][C:5]1[CH:13]=[CH:12][C:11]([S:14]([CH3:17])(=[O:16])=[O:15])=[CH:10][C:6]=1[C:7]([N:30]1[CH2:31][CH2:32][N:27]([C:25]2[S:26][C:22]([CH2:21][C:20]([F:34])([F:19])[F:33])=[CH:23][N:24]=2)[CH2:28][CH2:29]1)=[O:9])([CH3:2])[CH3:3], predict the reactants needed to synthesize it. The reactants are: [CH:1]([O:4][C:5]1[CH:13]=[CH:12][C:11]([S:14]([CH3:17])(=[O:16])=[O:15])=[CH:10][C:6]=1[C:7]([OH:9])=O)([CH3:3])[CH3:2].Cl.[F:19][C:20]([F:34])([F:33])[CH2:21][C:22]1[S:26][C:25]([N:27]2[CH2:32][CH2:31][NH:30][CH2:29][CH2:28]2)=[N:24][CH:23]=1. (2) Given the product [N:23]1([CH2:22][CH2:21][NH:20][C:18]([C:16]2[S:15][CH:14]=[C:13]([C:10]3[CH:11]=[CH:12][C:7]([C:39]4[CH:38]=[CH:37][CH:36]=[C:35]([C:33]([O:32][CH3:31])=[O:34])[CH:40]=4)=[CH:8][CH:9]=3)[CH:17]=2)=[O:19])[CH2:28][CH2:27][O:26][CH2:25][CH2:24]1, predict the reactants needed to synthesize it. The reactants are: FC(F)(F)S(O[C:7]1[CH:12]=[CH:11][C:10]([C:13]2[CH:17]=[C:16]([C:18]([NH:20][CH2:21][CH2:22][N:23]3[CH2:28][CH2:27][O:26][CH2:25][CH2:24]3)=[O:19])[S:15][CH:14]=2)=[CH:9][CH:8]=1)(=O)=O.[CH3:31][O:32][C:33]([C:35]1[CH:36]=[C:37](B(O)O)[CH:38]=[CH:39][CH:40]=1)=[O:34].C(C1C=CC(B(O)O)=CC=1)(C)C.